Dataset: Forward reaction prediction with 1.9M reactions from USPTO patents (1976-2016). Task: Predict the product of the given reaction. (1) Given the reactants Cl.[CH3:2][C:3]1[CH:4]=[CH:5][C:6]([C:12]2[CH:17]=[CH:16][N:15]=[CH:14][CH:13]=2)=[C:7]([CH:11]=1)[C:8]([OH:10])=O.Cl.[NH:19]1[CH2:24][CH2:23][C:22](=[O:25])[CH2:21][CH2:20]1.C[N+]1(C2N=C(OC)N=C(OC)N=2)CCOCC1.[Cl-].CN1CCOCC1, predict the reaction product. The product is: [CH3:2][C:3]1[CH:4]=[CH:5][C:6]([C:12]2[CH:17]=[CH:16][N:15]=[CH:14][CH:13]=2)=[C:7]([CH:11]=1)[C:8]([N:19]1[CH2:24][CH2:23][C:22](=[O:25])[CH2:21][CH2:20]1)=[O:10]. (2) Given the reactants Cl[C:2]1[CH:7]=[C:6]([C:8]2[CH:13]=[CH:12][CH:11]=[CH:10][CH:9]=2)[N:5]=[C:4]([NH:14][C:15](=[O:29])[CH2:16][CH2:17][C:18]([C:20]2[CH:21]=[CH:22][C:23]3[O:27][CH2:26][CH2:25][C:24]=3[CH:28]=2)=[O:19])[CH:3]=1.C1(C2C=CC=CC=2)C=CC=CC=1P(C1CCCCC1)C1CCCCC1.C(=O)([O-])[O-].[K+].[K+].[C:61]([C:64]1[CH:65]=[C:66](B(O)O)[CH:67]=[CH:68][CH:69]=1)(=[O:63])[CH3:62], predict the reaction product. The product is: [C:61]([C:64]1[CH:69]=[C:68]([C:2]2[CH:7]=[C:6]([C:8]3[CH:13]=[CH:12][CH:11]=[CH:10][CH:9]=3)[N:5]=[C:4]([NH:14][C:15](=[O:29])[CH2:16][CH2:17][C:18]([C:20]3[CH:21]=[CH:22][C:23]4[O:27][CH2:26][CH2:25][C:24]=4[CH:28]=3)=[O:19])[CH:3]=2)[CH:67]=[CH:66][CH:65]=1)(=[O:63])[CH3:62].